Dataset: Forward reaction prediction with 1.9M reactions from USPTO patents (1976-2016). Task: Predict the product of the given reaction. Given the reactants [Cl:1][C:2]1[C:3]([CH2:12][O:13][CH:14]2[CH2:19][CH2:18][CH2:17][CH2:16][O:15]2)=[C:4]2[C:8](=[C:9]([CH3:11])[CH:10]=1)[NH:7][CH:6]=[CH:5]2.[OH-].[Na+].[S:22](Cl)([C:25]1[CH:31]=[CH:30][C:28]([CH3:29])=[CH:27][CH:26]=1)(=[O:24])=[O:23], predict the reaction product. The product is: [Cl:1][C:2]1[C:3]([CH2:12][O:13][CH:14]2[CH2:19][CH2:18][CH2:17][CH2:16][O:15]2)=[C:4]2[C:8](=[C:9]([CH3:11])[CH:10]=1)[N:7]([S:22]([C:25]1[CH:31]=[CH:30][C:28]([CH3:29])=[CH:27][CH:26]=1)(=[O:24])=[O:23])[CH:6]=[CH:5]2.